Predict which catalyst facilitates the given reaction. From a dataset of Catalyst prediction with 721,799 reactions and 888 catalyst types from USPTO. (1) Reactant: [H-].[Al+3].[Li+].[H-].[H-].[H-].[N:7]([C@@H:10]([CH2:20][O:21][C:22]([C:25]1[CH:30]=[CH:29][C:28]([F:31])=[CH:27][CH:26]=1)([CH3:24])[CH3:23])[CH2:11][O:12][Si](C(C)(C)C)(C)C)=[N+]=[N-]. Product: [NH2:7][C@@H:10]([CH2:20][O:21][C:22]([C:25]1[CH:26]=[CH:27][C:28]([F:31])=[CH:29][CH:30]=1)([CH3:24])[CH3:23])[CH2:11][OH:12]. The catalyst class is: 7. (2) Reactant: [C:1]([N:8]1[CH2:13][CH2:12][NH:11][C@H:10]([CH3:14])[CH2:9]1)([O:3][C:4]([CH3:7])([CH3:6])[CH3:5])=[O:2].[CH2:15]([O:22][C:23](ON1C(=O)CCC1=O)=[O:24])[C:16]1[CH:21]=[CH:20][CH:19]=[CH:18][CH:17]=1.C([O-])(O)=O.[Na+]. Product: [C:4]([O:3][C:1]([N:8]1[CH2:13][CH2:12][N:11]([C:23]([O:22][CH2:15][C:16]2[CH:21]=[CH:20][CH:19]=[CH:18][CH:17]=2)=[O:24])[C@H:10]([CH3:14])[CH2:9]1)=[O:2])([CH3:7])([CH3:6])[CH3:5]. The catalyst class is: 708. (3) Reactant: [NH2:1][C:2]1[CH:7]=[CH:6][C:5]([S:8]([N:11]=[N+:12]=[N-:13])(=[O:10])=[O:9])=[CH:4][CH:3]=1.C(N(CC)CC)C.[F:21][C:22]([F:35])([F:34])[C:23]([NH:25][CH2:26][CH2:27][CH2:28][CH2:29][CH2:30][C:31](Cl)=[O:32])=[O:24]. Product: [F:21][C:22]([F:34])([F:35])[C:23]([NH:25][CH2:26][CH2:27][CH2:28][CH2:29][CH2:30][C:31]([NH:1][C:2]1[CH:7]=[CH:6][C:5]([S:8]([N:11]=[N+:12]=[N-:13])(=[O:9])=[O:10])=[CH:4][CH:3]=1)=[O:32])=[O:24]. The catalyst class is: 9. (4) Reactant: FC(F)(F)S(O[C:7]1[CH:16]=[CH:15][C:14]2[C:9](=[C:10]([CH2:18][CH2:19][C:20]34[CH2:27][CH2:26][C:23]([NH:28][C:29]([O:31][C:32]([CH3:35])([CH3:34])[CH3:33])=[O:30])([CH2:24][CH2:25]3)[CH2:22][O:21]4)[C:11]([F:17])=[CH:12][N:13]=2)[N:8]=1)(=O)=O.[CH3:38][O:39][C:40]1[CH:47]=[CH:46][C:43]([CH2:44][NH2:45])=[CH:42][CH:41]=1. Product: [F:17][C:11]1[CH:12]=[N:13][C:14]2[C:9]([C:10]=1[CH2:18][CH2:19][C:20]13[CH2:25][CH2:24][C:23]([NH:28][C:29](=[O:30])[O:31][C:32]([CH3:35])([CH3:33])[CH3:34])([CH2:26][CH2:27]1)[CH2:22][O:21]3)=[N:8][C:7]([NH:45][CH2:44][C:43]1[CH:46]=[CH:47][C:40]([O:39][CH3:38])=[CH:41][CH:42]=1)=[CH:16][CH:15]=2. The catalyst class is: 10. (5) Reactant: [CH3:1][C:2]1[CH:7]=[C:6]([N+:8]([O-:10])=[O:9])[CH:5]=[CH:4][C:3]=1[SH:11].[OH-].[Na+].Cl.Cl[CH2:16][C:17]1[CH:22]=[CH:21][CH:20]=[CH:19][N:18]=1. Product: [CH3:1][C:2]1[CH:7]=[C:6]([N+:8]([O-:10])=[O:9])[CH:5]=[CH:4][C:3]=1[S:11][CH2:16][C:17]1[CH:22]=[CH:21][CH:20]=[CH:19][N:18]=1. The catalyst class is: 1.